Task: Predict the product of the given reaction.. Dataset: Forward reaction prediction with 1.9M reactions from USPTO patents (1976-2016) (1) Given the reactants [I:1][C:2]1[CH:3]=[C:4]2[C:9](=[CH:10][CH:11]=1)[C:8](=[O:12])[NH:7][C:6](=[O:13])/[C:5]/2=[CH:14]\[NH:15][C:16]1[CH:21]=[CH:20][C:19]([N:22]2[CH2:27][CH2:26][NH:25][CH2:24][CH2:23]2)=[CH:18][CH:17]=1.[C:28](O[BH-](OC(=O)C)OC(=O)C)(=O)[CH3:29].[Na+].OCC(=O)C.C(O)(=O)C.C(=O)(O)[O-].[Na+], predict the reaction product. The product is: [CH2:28]([N:25]1[CH2:24][CH2:23][N:22]([C:19]2[CH:18]=[CH:17][C:16]([NH:15]/[CH:14]=[C:5]3\[C:6](=[O:13])[NH:7][C:8](=[O:12])[C:9]4[C:4]\3=[CH:3][C:2]([I:1])=[CH:11][CH:10]=4)=[CH:21][CH:20]=2)[CH2:27][CH2:26]1)[CH3:29]. (2) The product is: [I:21][C:15]1[N:16]=[C:17]([NH2:20])[C:18]2[N:19]=[C:2]([NH:25][CH2:22][CH2:23][CH3:24])[N:3]([C:13]=2[N:14]=1)[C@@H:4]1[O:12][C@H:9]([CH2:10][OH:11])[C@@H:7]([OH:8])[C@H:5]1[OH:6]. Given the reactants Br[C:2]1[N:3]([C:13]2[N:14]=[C:15]([I:21])[N:16]=[C:17]([NH2:20])[C:18]=2[N:19]=1)[C@@H:4]1[O:12][C@H:9]([CH2:10][OH:11])[C@@H:7]([OH:8])[C@H:5]1[OH:6].[CH2:22]([NH2:25])[CH2:23][CH3:24].CO, predict the reaction product. (3) The product is: [Br:21][C:16]1[C:17]([O:19][CH3:20])=[CH:18][C:8]2[CH2:7][CH2:6][NH:5][CH2:11][CH:10]([CH:12]([CH3:14])[CH3:13])[C:9]=2[CH:15]=1. Given the reactants FC(F)(F)C([N:5]1[CH2:11][CH:10]([CH:12]([CH3:14])[CH3:13])[C:9]2[CH:15]=[C:16]([Br:21])[C:17]([O:19][CH3:20])=[CH:18][C:8]=2[CH2:7][CH2:6]1)=O.[OH-].[Na+], predict the reaction product. (4) Given the reactants [F:1][C:2]([F:26])([F:25])[C:3]1[CH:4]=[C:5]([NH:9][C:10]([C:12]2[CH:13]=[C:14]3[C:19](=[CH:20][CH:21]=2)[C:18]([O:22][CH3:23])=[N:17][N:16]=[C:15]3I)=[O:11])[CH:6]=[CH:7][CH:8]=1.C([O-])([O-])=O.[K+].[K+].O.[N:34]1[CH:39]=[CH:38][CH:37]=[C:36](B(O)O)[CH:35]=1, predict the reaction product. The product is: [F:1][C:2]([F:26])([F:25])[C:3]1[CH:4]=[C:5]([NH:9][C:10]([C:12]2[CH:13]=[C:14]3[C:19](=[CH:20][CH:21]=2)[C:18]([O:22][CH3:23])=[N:17][N:16]=[C:15]3[C:35]2[CH:36]=[CH:37][CH:38]=[CH:39][N:34]=2)=[O:11])[CH:6]=[CH:7][CH:8]=1. (5) Given the reactants [F:1][C:2]([F:13])([F:12])[CH:3]([CH2:8][C:9](O)=[O:10])[CH2:4][C:5](O)=[O:6].[H-].[Al+3].[Li+].[H-].[H-].[H-].C(O)(C)C.Cl, predict the reaction product. The product is: [F:1][C:2]([F:12])([F:13])[CH:3]([CH2:8][CH2:9][OH:10])[CH2:4][CH2:5][OH:6].